From a dataset of NCI-60 drug combinations with 297,098 pairs across 59 cell lines. Regression. Given two drug SMILES strings and cell line genomic features, predict the synergy score measuring deviation from expected non-interaction effect. (1) Drug 1: CCCS(=O)(=O)NC1=C(C(=C(C=C1)F)C(=O)C2=CNC3=C2C=C(C=N3)C4=CC=C(C=C4)Cl)F. Drug 2: C1=CN(C(=O)N=C1N)C2C(C(C(O2)CO)O)O.Cl. Cell line: KM12. Synergy scores: CSS=10.8, Synergy_ZIP=3.47, Synergy_Bliss=6.91, Synergy_Loewe=-1.28, Synergy_HSA=3.55. (2) Synergy scores: CSS=25.2, Synergy_ZIP=-3.63, Synergy_Bliss=5.62, Synergy_Loewe=-6.60, Synergy_HSA=1.56. Drug 2: C1CCC(C(C1)N)N.C(=O)(C(=O)[O-])[O-].[Pt+4]. Drug 1: CCN(CC)CCCC(C)NC1=C2C=C(C=CC2=NC3=C1C=CC(=C3)Cl)OC. Cell line: SNB-19. (3) Drug 1: CC1=C(C=C(C=C1)NC(=O)C2=CC=C(C=C2)CN3CCN(CC3)C)NC4=NC=CC(=N4)C5=CN=CC=C5. Drug 2: N.N.Cl[Pt+2]Cl. Cell line: ACHN. Synergy scores: CSS=36.3, Synergy_ZIP=-1.69, Synergy_Bliss=-1.86, Synergy_Loewe=-14.0, Synergy_HSA=-2.78. (4) Cell line: NCI-H322M. Drug 2: CCCCC(=O)OCC(=O)C1(CC(C2=C(C1)C(=C3C(=C2O)C(=O)C4=C(C3=O)C=CC=C4OC)O)OC5CC(C(C(O5)C)O)NC(=O)C(F)(F)F)O. Drug 1: CNC(=O)C1=CC=CC=C1SC2=CC3=C(C=C2)C(=NN3)C=CC4=CC=CC=N4. Synergy scores: CSS=1.25, Synergy_ZIP=-0.449, Synergy_Bliss=-1.34, Synergy_Loewe=-1.97, Synergy_HSA=-1.86.